From a dataset of hERG potassium channel inhibition data for cardiac toxicity prediction from Karim et al.. Regression/Classification. Given a drug SMILES string, predict its toxicity properties. Task type varies by dataset: regression for continuous values (e.g., LD50, hERG inhibition percentage) or binary classification for toxic/non-toxic outcomes (e.g., AMES mutagenicity, cardiotoxicity, hepatotoxicity). Dataset: herg_karim. (1) The molecule is OCCNCc1csc(-c2cn(CC3CCOCC3)c3c(Cl)cccc23)n1. The result is 1 (blocker). (2) The molecule is C[C@@H](c1ccc(OC(F)F)cc1)N1CC[C@](CCC(N)=O)(c2ccc(F)cc2)OC1=O. The result is 1 (blocker). (3) The compound is CC[C@H]1CN2CC[C@]3(C(=O)Nc4ccccc43)[C@@H]2C[C@@H]1/C(=C\OC)C(=O)OC. The result is 0 (non-blocker).